Dataset: Forward reaction prediction with 1.9M reactions from USPTO patents (1976-2016). Task: Predict the product of the given reaction. (1) Given the reactants [NH2:1][CH2:2][CH2:3][C:4]1[CH:9]=[CH:8][C:7]([C:10]2[CH:15]=[CH:14][C:13]([CH:16]([CH3:25])[CH2:17][NH:18][S:19]([CH:22]([CH3:24])[CH3:23])(=[O:21])=[O:20])=[CH:12][CH:11]=2)=[CH:6][CH:5]=1.C(N(CC)CC)C.[CH3:33][S:34](Cl)(=[O:36])=[O:35].C(OCC)(=O)C.CCCCCC, predict the reaction product. The product is: [CH3:33][S:34]([NH:1][CH2:2][CH2:3][C:4]1[CH:5]=[CH:6][C:7]([C:10]2[CH:15]=[CH:14][C:13]([CH:16]([CH3:25])[CH2:17][NH:18][S:19]([CH:22]([CH3:24])[CH3:23])(=[O:21])=[O:20])=[CH:12][CH:11]=2)=[CH:8][CH:9]=1)(=[O:36])=[O:35]. (2) Given the reactants [Cl:1][C:2]1[CH:3]=[C:4]([O:9][C:10]2[CH:16]=[CH:15][C:13]([NH2:14])=[CH:12][CH:11]=2)[CH:5]=[CH:6][C:7]=1[F:8].Cl[C:18](Cl)([O:20]C(=O)OC(Cl)(Cl)Cl)Cl.CCN(C(C)C)C(C)C.[NH2:38][C@@H:39]([C:41]([OH:43])=[O:42])[CH3:40], predict the reaction product. The product is: [Cl:1][C:2]1[CH:3]=[C:4]([O:9][C:10]2[CH:16]=[CH:15][C:13]([NH:14][C:18]([NH:38][C@@H:39]([C:41]([OH:43])=[O:42])[CH3:40])=[O:20])=[CH:12][CH:11]=2)[CH:5]=[CH:6][C:7]=1[F:8].